Task: Regression/Classification. Given a drug SMILES string, predict its absorption, distribution, metabolism, or excretion properties. Task type varies by dataset: regression for continuous measurements (e.g., permeability, clearance, half-life) or binary classification for categorical outcomes (e.g., BBB penetration, CYP inhibition). Dataset: cyp2c9_veith.. Dataset: CYP2C9 inhibition data for predicting drug metabolism from PubChem BioAssay (1) The compound is C=C(C)CNCCN. The result is 0 (non-inhibitor). (2) The compound is CS(=O)(=O)Nc1cccc(-c2cncnc2NCc2cccnc2)c1. The result is 0 (non-inhibitor). (3) The molecule is NC1=C(O)C(=O)[C@H](c2c[nH]c3ccc(OCc4ccccc4)cc23)O1. The result is 0 (non-inhibitor). (4) The compound is CCn1cc(C(=O)O)c(=O)c2cnc(N3CCCC3)nc21. The result is 0 (non-inhibitor). (5) The molecule is CC(=O)N(/N=C1\Sc2ccccc2C1=O)c1ccccc1C. The result is 1 (inhibitor). (6) The result is 0 (non-inhibitor). The drug is Cc1cc(C)c2c(N=NN(C)C)[nH]nc2n1.